From a dataset of Full USPTO retrosynthesis dataset with 1.9M reactions from patents (1976-2016). Predict the reactants needed to synthesize the given product. (1) Given the product [CH3:15][O:14][C:12](=[O:13])[CH2:11][C:5]1[CH:6]=[CH:7][C:8]([Cl:21])=[CH:9][C:4]=1[C:3]([O:2][CH3:1])=[O:16], predict the reactants needed to synthesize it. The reactants are: [CH3:1][O:2][C:3](=[O:16])[C:4]1[CH:9]=[C:8](N)[CH:7]=[CH:6][C:5]=1[CH2:11][C:12]([O:14][CH3:15])=[O:13].N([O-])=O.[Na+].[ClH:21]. (2) Given the product [Cl:1][C:2]1[CH:3]=[CH:4][C:5]([S:8][CH2:9][CH2:10][NH:11][C:22]([CH:19]2[CH2:18][CH2:17][CH:16]([C:14]([O:13][CH3:12])=[O:15])[CH2:21][CH2:20]2)=[O:23])=[CH:6][CH:7]=1, predict the reactants needed to synthesize it. The reactants are: [Cl:1][C:2]1[CH:7]=[CH:6][C:5]([S:8][CH2:9][CH2:10][NH2:11])=[CH:4][CH:3]=1.[CH3:12][O:13][C:14]([CH:16]1[CH2:21][CH2:20][CH:19]([C:22](O)=[O:23])[CH2:18][CH2:17]1)=[O:15].C(Cl)CCl.C1C=NC2N(O)N=NC=2C=1.CCN(CC)CC. (3) Given the product [F:31][C:32]1[CH:37]=[C:36]([F:38])[CH:35]=[CH:34][C:33]=1[O:39][C:2]1[CH:3]=[CH:4][C:5]2[N:6]([CH:8]=[CH:9][C:10](=[O:24])[C:11]=2[C:12]2[CH:13]=[C:14]([CH:19]=[CH:20][C:21]=2[O:22][CH3:23])[C:15]([O:17][CH3:18])=[O:16])[N:7]=1, predict the reactants needed to synthesize it. The reactants are: Cl[C:2]1[CH:3]=[CH:4][C:5]2[N:6]([CH:8]=[CH:9][C:10](=[O:24])[C:11]=2[C:12]2[CH:13]=[C:14]([CH:19]=[CH:20][C:21]=2[O:22][CH3:23])[C:15]([O:17][CH3:18])=[O:16])[N:7]=1.C([O-])([O-])=O.[Cs+].[Cs+].[F:31][C:32]1[CH:37]=[C:36]([F:38])[CH:35]=[CH:34][C:33]=1[OH:39]. (4) Given the product [CH3:12][O:11][C:7]1[CH:8]=[CH:9][CH:10]=[C:3]([O:2][CH3:1])[C:4]=1[CH:5]1[NH:17][C:13](=[O:16])[CH2:14][O:6]1, predict the reactants needed to synthesize it. The reactants are: [CH3:1][O:2][C:3]1[CH:10]=[CH:9][CH:8]=[C:7]([O:11][CH3:12])[C:4]=1[CH:5]=[O:6].[C:13]([NH2:17])(=[O:16])[CH2:14]O. (5) Given the product [Cl:1][C:2]1[C:14]([F:15])=[CH:13][CH:12]=[C:11]2[C:3]=1[C:4]1[CH2:5][CH2:6][CH2:7][C:8]([C:31]([F:32])([F:33])[F:34])([OH:26])[C:9]=1[NH:10]2, predict the reactants needed to synthesize it. The reactants are: [Cl:1][C:2]1[C:14]([F:15])=[CH:13][CH:12]=[C:11]2[C:3]=1[C:4]1[CH2:5][CH2:6][CH2:7][C:8]([C:31]([F:34])([F:33])[F:32])([O:26][Si](C)(C)C)[C:9]=1[N:10]2S(C1C=CC(C)=CC=1)(=O)=O.[OH-].[K+].CCO. (6) Given the product [Cl:1][C:2]1[CH:3]=[C:4]2[C:8](=[CH:9][CH:10]=1)[N:7]([CH2:11][C:12]([OH:14])=[O:13])[C:6]([CH3:16])=[C:5]2[CH2:17][C:18]1[CH:23]=[CH:22][C:21](=[O:24])[N:20]([CH2:25][C:26]2[CH:31]=[CH:30][CH:29]=[C:28]([F:32])[CH:27]=2)[CH:19]=1, predict the reactants needed to synthesize it. The reactants are: [Cl:1][C:2]1[CH:3]=[C:4]2[C:8](=[CH:9][CH:10]=1)[N:7]([CH2:11][C:12]([O:14]C)=[O:13])[C:6]([CH3:16])=[C:5]2[CH2:17][C:18]1[CH:23]=[CH:22][C:21](=[O:24])[N:20]([CH2:25][C:26]2[CH:31]=[CH:30][CH:29]=[C:28]([F:32])[CH:27]=2)[CH:19]=1.O.[OH-].[Li+].